Binary Classification. Given a miRNA mature sequence and a target amino acid sequence, predict their likelihood of interaction. From a dataset of Experimentally validated miRNA-target interactions with 360,000+ pairs, plus equal number of negative samples. (1) The miRNA is hsa-miR-494-5p with sequence AGGUUGUCCGUGUUGUCUUCUCU. The protein sequence of the target gene is MATEVHNLQELRRSASLATKVFIQRDYSDGTICQFQTKFPPELDSRIERQLFEETVKTLNGFYAEAEKIGGSSYLEGCLACATAYFIFLCMETHYEKVLKKISRYIQEQNEKIFAPRGLLLTDPVERGMRVIEISIYEDRCSSGSSSSGSSSGSGSSSGGGGGAGAR. Result: 0 (no interaction). (2) The miRNA is rno-miR-92b-3p with sequence UAUUGCACUCGUCCCGGCCUCC. The protein sequence of the target gene is MFRGAWMWPGKDAAALTICCCCCCWAPRPSDKPCADSERAQRWRLSLASLLFFTVLLADHLWLCAGARPRARELSSAMRPPWGAGRERQPVPPRAVLPLPPPPPGEPSAPPGTCGPRYSNLTKAAPAAGSRPVCGGVPEPTGLDAACTKLQSLQRLFEPTTPAPPLRPPDSLSRAPAEFPSAKKNLLKGHFRNFTLSFCDTYTVWDLLLGMDRPDSLDCSLDTLMGDLLAVVASPGSGAWEACSNCIEAYQRLDRHAQEKYDEFDLVLHKYLQAEEYSIRSCTKGCKAVYKAWLCSEYFS.... Result: 0 (no interaction). (3) The miRNA is hsa-miR-5581-5p with sequence AGCCUUCCAGGAGAAAUGGAGA. The protein sequence of the target gene is MSGTKPDILWAPHHVDRFVVCDSELSLYHVESTVNSELKAGSLRLSEDSAATLLSINSDTPYMKCVAWYLNYDPECLLAVGQANGRVVLTSLGQDHNSKFKDLIGKEFVPKHARQCNTLAWNPLDSNWLAAGLDKHRADFSVLIWDICSKYTPDIVPMEKVKLSAGETETTLLVTKPLYELGQNDACLSLCWLPRDQKLLLAGMHRNLAIFDLRNTSQKMFVNTKAVQGVTVDPYFHDRVASFYEGQVAIWDLRKFEKPVLTLTEQPKPLTKVAWCPTRTGLLATLTRDSNIIRLYDMQH.... Result: 0 (no interaction). (4) The miRNA is hsa-miR-4276 with sequence CUCAGUGACUCAUGUGC. The protein sequence of the target gene is MATSNLLKNKGSLQFEDKWDFMRPIVLKLLRQESVTKQQWFDLFSDVHAVCLWDDKGPAKIHQALKEDILEFIKQAQARVLSHQDDTALLKAYIVEWRKFFTQCDILPKPFCQLEITLMGKQGSNKKSNVEDSIVRKLMLDTWNESIFSNIKNRLQDSAMKLVHAERLGEAFDSQLVIGVRESYVNLCSNPEDKLQIYRDNFEKAYLDSTERFYRTQAPSYLQQNGVQNYMKYADAKLKEEEKRALRYLETRRECNSVEALMECCVNALVTSFKETILAECQGMIKRNETEKLHLMFSLM.... Result: 0 (no interaction). (5) The miRNA is hsa-miR-6754-5p with sequence CCAGGGAGGCUGGUUUGGAGGA. The protein sequence of the target gene is MSVQVAAPGSAGLGPERLSPEELVRQTRQVVQGLEALRAEHHGLAGHLAEALAGQGPAAGLEMLEEKQQVVSHSLEAIELGLGEAQVLLALSAHVGALEAEKQRLRSQARRLAQENVWLREELEETQRRLRASEESVAQLEEEKRHLEFLGQLRQYDPPAESQQSESPPRRDSLASLFPSEEEERKGPEAAGAAAAQQGGYEIPARLRTLHNLVIQYAGQGRYEVAVPLCRQALEDLERSSGHCHPDVATMLNILALVYRDQNKYKEATDLLHDALQIREQTLGPEHPAVAATLNNLAVL.... Result: 0 (no interaction). (6) The miRNA is hsa-miR-8485 with sequence CACACACACACACACACGUAU. The protein sequence of the target gene is MSVPGTPGAMEPAGEEERPPPAAEGEDDEEEVAAAAQTSGPAHGRSASSLEDADDQEEEMEAMVIGGGCCKEQELTYELQQGYRILGEFLQEKHRGLTAPFLQPLGGVATAEEEVAEGPRSGGRGGRAFPQQPGQGMCLLQMEEKFASGQYGGITEFVADFRLMLETCYRLHGVDHWISKQGQKLEMMLEQKLALLSRHLREKTTIAVTSRGYYGLEDEKGTACTSTRRRSTPRSLAGLTSGVFESIMVQVLRQEEQLRAKEEKRLREQERKEAEEASQKEIEEWERKLLAQAAPTCMET.... Result: 1 (interaction). (7) The miRNA is hsa-let-7b-5p with sequence UGAGGUAGUAGGUUGUGUGGUU. The protein sequence of the target gene is MGCWGRNRGRLLCMLALTFMFMVLEVVVSRVTSSLAMLSDSFHMLSDVLALVVALVAERFARRTHATQKNTFGWIRAEVMGALVNAIFLTGLCFAILLEAIERFIEPHEMQQPLVVLGVGVAGLLVNVLGLCLFHHHSGFSQDSGHGHSHGGHGHGHGLPKGPRVKSTRPGSSDINVAPGEQGPDQEETNTLVANTSNSNGLKLDPADPENPRSGDTVEVQVNGNLVREPDHMELEEDRAGQLNMRGVFLHVLGDALGSVIVVVNALVFYFSWKGCSEGDFCVNPCFPDPCKAFVEIINS.... Result: 1 (interaction). (8) The miRNA is mmu-miR-122-5p with sequence UGGAGUGUGACAAUGGUGUUUG. Result: 0 (no interaction). The protein sequence of the target gene is MKMQKGNVLLMFGLLLHLEAATNSNETSTSANTGSSVISSGASTATNSGSSVTSSGVSTATISGSSVTSNGVSIVTNSEFHTTSSGISTATNSEFSTVSSGISIATNSESSTTSSGASTATNSESSTPSSGASTATNSDSSTTSSGASTATNSDSSTTSSEASTATNSESSTTSSGASTATNSESSTVSSRASTATNSESSTTSSGASTATNSESRTTSNGAGTATNSESSTTSSGASTATNSESSTPSSGAGTATNSESSTTSSGAGTATNSESSTVSSGISTVTNSESSTPSSGANTA....